Dataset: Experimentally validated miRNA-target interactions with 360,000+ pairs, plus equal number of negative samples. Task: Binary Classification. Given a miRNA mature sequence and a target amino acid sequence, predict their likelihood of interaction. (1) The miRNA is mmu-miR-471-3p with sequence UGAAAGGUGCCAUACUAUGUAU. The protein sequence of the target gene is MPRLHDHVWSYPSAGAARPYSLPRGMIAAALCPQGPGAPEPEPAPRGQREGTAGFSARPGSWHHDLVQRSLVLFSFGVVLALVLNLLQIQRNVTLFPDEVIATIFSSAWWVPPCCGTAAAVVGLLYPCIDSHLGEPHKFKREWASVMRCIAVFVGINHASAKLDFANNVQLSLTLAALSLGLWWTFDRSRSGLGLGITIAFLATLITQFLVYNGVYQYTSPDFLYIRSWLPCIFFSGGVTVGNIGRQLAMGVPEKPHSD. Result: 0 (no interaction). (2) The miRNA is gga-miR-1764-3p with sequence AGCUGCUUGUUGGCUGGGGAG. The protein sequence of the target gene is MYFLSGWPKRLLCPLGSPAEAPFHVQSDPQRAFFAVLAAARLSIWYSRPSVLIVTYKEPAKSSTQFGSYKQAEWRPDSTMIAVSTANGYILFFHITSTRGDKYLYEPVYPKGSPQMKGTPHFKEEQCAPALNLEMRKILDLQAPIMSLQSVLEDLLVATSDGLLHLIHWEGMTNGRKAINLCTVPFSVDLQSSRVGSFLGFTDVHIRDMEYCATLDGFAVVFNDGKVGFITPVSSRFTAEQLHGVWPQDVVDGTCVAVNNKYRLMAFGCVSGSVQVYTIDNSTGAMLLSHKLELTAKQYP.... Result: 0 (no interaction). (3) Result: 1 (interaction). The miRNA is hsa-miR-3176 with sequence ACUGGCCUGGGACUACCGG. The protein sequence of the target gene is MSNVSGILETAGVPLVSANWPQPSPPPAVPAGPQMDHMGNSSQGAPWLFLTSALARGVSGIFVWTALVLTCHQIYLHLRSYTVPQEQRYIIRLLLIVPIYAFDSWLSLLLLGDHQYYVYFDSVRDCYEAFVIYSFLSLCFQYLGGEGAIMAEIRGKPIKSSCLYGTCCLRGMTYSIGFLRFCKQATLQFCLVKPVMAVTTIILQAFGKYHDGDFNVRSGYLYVTLIYNASVSLALYALFLFYFTTRELLRPFQPVLKFLTIKAVIFLSFWQGLLLAILERCGVIPEVETSGGNKLGAGTL.... (4) The miRNA is hsa-miR-93-5p with sequence CAAAGUGCUGUUCGUGCAGGUAG. The protein sequence of the target gene is MEPAPSEVRLAVREAIHALSSSEDGGHIFCTLESLKRYLGEMEPPALPREKEEFASAHFSPVLRCLASRLSPAWLELLPHGRLEELWASFFLEGPADQAFLVLMETIEGAAGPSFRLMKMARLLARFLREGRLAVLMEAQCRQQTQPGFILLRETLLGKVVALPDHLGNRLQQENLAEFFPQNYFRLLGEEVVRVLQAVVDSLQGGLDSSVSFVSQVLGKACVHGRQQEILGVLVPRLAALTQGSYLHQRVCWRLVEQVPDRAMEAVLTGLVEAALGPEVLSRLLGNLVVKNKKAQFVMT.... Result: 1 (interaction). (5) The miRNA is hsa-miR-500a-5p with sequence UAAUCCUUGCUACCUGGGUGAGA. The protein sequence of the target gene is MPSATSHSGSGSKSSGPPPPSGSSGSEAAAGAGAAAPASQHPATGTGAVQTEAMKQILGVIDKKLRNLEKKKGKLDDYQERMNKGERLNQDQLDAVSKYQEVTNNLEFAKELQRSFMALSQDIQKTIKKTARREQLMREEAEQKRLKTVLELQYVLDKLGDDEVRTDLKQGLNGVPILSEEELSLLDEFYKLVDPERDMSLRLNEQYEHASIHLWDLLEGKEKPVCGTTYKVLKEIVERVFQSNYFDSTHNHQNGLCEEEEAASAPAVEDQVPEAEPEPAEEYTEQSEVESTEYVNRQFM.... Result: 0 (no interaction). (6) The miRNA is hsa-miR-3919 with sequence GCAGAGAACAAAGGACUCAGU. The protein sequence of the target gene is MEQRNRLGALGYLLPLLLHSLLLFVADATFTEVPKDVTVREGDDIEMPCAFRASGATSYSLEIQWWYLKEPPRELLHELALSVPGARSKVTNKDATKISTVRVQGNDISHRLRLSAVRLQDEGVYECRVSDYSDDDTQEHKAQALLRVLSRFAPPNMQAAEAVSHIQSSGPRRHGASSAVSSNNAGAAVRTTSETSHDDKNPPPGSPPAGSGVPEAAAAAASATHTATTTAAAAAASSSASPPSGQAVLLRQRHGSGTGPGYSADPLLSLLLLALHKFLHPLLGH. Result: 0 (no interaction). (7) Result: 0 (no interaction). The protein sequence of the target gene is MDFLNSSDQNLTSEELLNRMPSKILVSLTLSGLALMTTTINSLVIAAIIVTRKLHHPANYLICSLAVTDFLVAVLVMPFSIVYIVRESWIMGQVVCDIWLSVDITCCTCSILHLSAIALDRYRAITDAVEYARKRTPKHAGIMITIVWIISVFISMPPLFWRHQGTSRDDECIIKHDHIVSTIYSTFGAFYIPLALILILYYKIYRAAKTLYHKRQASRIAKEEVNGQVLLESGEKSTKSVSTSYVLEKSLSDPSTDFDKIHSTVRSLRSEFKHEKSWRRQKISGTRERKAATTLGLILG.... The miRNA is rno-miR-221-3p with sequence AGCUACAUUGUCUGCUGGGUUUC. (8) The miRNA is gga-let-7a-5p with sequence UGAGGUAGUAGGUUGUAUAGUU. The protein sequence of the target gene is MSARAPKELRLALPPCLLNRTFASPNASGSGNTGARGPGAVGSGTCITQVGQQLFQSFSSTLVLIVLVTLIFCLIVLSLSTFHIHKRRMKKRKMQRAQEEYERDHCSGSRGGGGLPRPGRQAPTHAKETRLERQPRDSPFCAPSNASSLSSSSPGLPCQGPCAPPPPPPASSPQGAHAASSCLDTAGEGLLQTVVLS. Result: 0 (no interaction).